From a dataset of Drug-induced liver injury (DILI) classification data. Regression/Classification. Given a drug SMILES string, predict its toxicity properties. Task type varies by dataset: regression for continuous values (e.g., LD50, hERG inhibition percentage) or binary classification for toxic/non-toxic outcomes (e.g., AMES mutagenicity, cardiotoxicity, hepatotoxicity). Dataset: dili. The compound is COC1C(OC(N)=O)C(O)C(Oc2ccc3c(=O)c(NC(=O)c4ccc(O)c(CC=C(C)C)c4)c(O)oc3c2C)OC1(C)C. The result is 1 (causes liver injury).